From a dataset of Full USPTO retrosynthesis dataset with 1.9M reactions from patents (1976-2016). Predict the reactants needed to synthesize the given product. (1) The reactants are: C[Si](Br)(C)C.C(OC([N:13]1[CH2:18][CH2:17][CH2:16][C@H:15]2[CH2:19][N:20]([C:22]3[C:31]([O:32][CH3:33])=[C:30]4[C:25]([C:26](=[O:61])[C:27]([C:37]([O:39][CH2:40][C:41](=[O:60])[NH:42][CH:43]([P:52]([O:57]CC)([O:54]CC)=[O:53])[P:44]([O:49]CC)([O:46]CC)=[O:45])=[O:38])=[CH:28][N:29]4[CH:34]4[CH2:36][CH2:35]4)=[CH:24][C:23]=3[F:62])[CH2:21][C@@H:14]12)=O)(C)(C)C. Given the product [CH:34]1([N:29]2[C:30]3[C:25](=[CH:24][C:23]([F:62])=[C:22]([N:20]4[CH2:19][C@H:15]5[C@H:14]([NH:13][CH2:18][CH2:17][CH2:16]5)[CH2:21]4)[C:31]=3[O:32][CH3:33])[C:26](=[O:61])[C:27]([C:37]([O:39][CH2:40][C:41](=[O:60])[NH:42][CH:43]([P:52]([OH:57])([OH:54])=[O:53])[P:44]([OH:46])([OH:49])=[O:45])=[O:38])=[CH:28]2)[CH2:36][CH2:35]1, predict the reactants needed to synthesize it. (2) Given the product [CH3:24][O:23][C:21]1[CH:20]=[CH:19][C:15]2[N:16]=[C:17]([CH3:18])[C:12]3[N:13]([C:9]([C:28]4[CH:29]=[N:30][CH:31]=[CH:32][C:27]=4[CH3:26])=[N:10][C:11]=3[CH3:25])[C:14]=2[N:22]=1, predict the reactants needed to synthesize it. The reactants are: ClC1C=C([C:9]2[N:13]3[C:14]4[N:22]=[C:21]([O:23][CH3:24])[CH:20]=[CH:19][C:15]=4[N:16]=[C:17]([CH3:18])[C:12]3=[C:11]([CH3:25])[N:10]=2)C=C(Cl)C=1.[CH3:26][C:27]1[CH:32]=[CH:31][N:30]=[CH:29][C:28]=1B(O)O.C([O-])([O-])=O.[K+].[K+]. (3) The reactants are: [CH3:1][S:2]([C:5]1[CH:10]=[CH:9][CH:8]=[CH:7][C:6]=1[OH:11])(=[O:4])=[O:3].[CH2:12]1COCC1.[CH:34]1[CH:35]=[CH:30]C(P([C:30]2[CH:35]=[CH:34][CH:33]=[CH:32]C=2)[C:34]2[CH:35]=[CH:30]C=[CH:32][CH:33]=2)=[CH:32][CH:33]=1.CC[O:38][C:39](/[N:41]=N/C(OCC)=O)=O.C1C=C2C([C:56](O)(O)[C:57](=[O:58])[C:51]2=CC=1)=O. Given the product [C:57]([O:58][C:39]([N:41]1[CH2:32][CH2:33][CH:34]([O:11][C:6]2[CH:7]=[CH:8][CH:9]=[CH:10][C:5]=2[S:2]([CH3:1])(=[O:3])=[O:4])[CH2:35][CH2:30]1)=[O:38])([CH3:56])([CH3:51])[CH3:12], predict the reactants needed to synthesize it. (4) The reactants are: [F:1][CH:2]([F:21])[O:3][C:4]1[CH:5]=[C:6]2[C:10](=[CH:11][CH:12]=1)[N:9](C(OC(C)(C)C)=O)[N:8]=[C:7]2[I:20].FC(F)(F)C(O)=O. Given the product [F:21][CH:2]([F:1])[O:3][C:4]1[CH:5]=[C:6]2[C:10](=[CH:11][CH:12]=1)[NH:9][N:8]=[C:7]2[I:20], predict the reactants needed to synthesize it. (5) The reactants are: [I:1][C:2]1[C:6]2[C:7]([O:11][CH3:12])=[N:8][CH:9]=[CH:10][C:5]=2[NH:4][CH:3]=1.C1OCCOCCOCCOCCOC1.[H-].[Na+].[F:30][C:31]1[CH:36]=[C:35]([N+:37]([O-:39])=[O:38])[CH:34]=[C:33]([F:40])[C:32]=1F. Given the product [F:30][C:31]1[CH:36]=[C:35]([N+:37]([O-:39])=[O:38])[CH:34]=[C:33]([F:40])[C:32]=1[N:4]1[C:5]2[CH:10]=[CH:9][N:8]=[C:7]([O:11][CH3:12])[C:6]=2[C:2]([I:1])=[CH:3]1, predict the reactants needed to synthesize it. (6) Given the product [F:27][C:28]([F:43])([F:42])[C:29]1[CH:30]=[C:31]([CH:35]=[C:36]([C:38]([F:41])([F:40])[F:39])[CH:37]=1)[C:32]([N:3]([CH3:2])[C@@H:4]([CH2:20][C:21]1[CH:22]=[CH:23][CH:24]=[CH:25][CH:26]=1)[CH2:5][CH2:6][NH:7][C:8]([C:10]1[N:14]([CH3:15])[C:13]2[CH:16]=[CH:17][CH:18]=[CH:19][C:12]=2[N:11]=1)=[O:9])=[O:33], predict the reactants needed to synthesize it. The reactants are: Cl.[CH3:2][NH:3][C@@H:4]([CH2:20][C:21]1[CH:26]=[CH:25][CH:24]=[CH:23][CH:22]=1)[CH2:5][CH2:6][NH:7][C:8]([C:10]1[N:14]([CH3:15])[C:13]2[CH:16]=[CH:17][CH:18]=[CH:19][C:12]=2[N:11]=1)=[O:9].[F:27][C:28]([F:43])([F:42])[C:29]1[CH:30]=[C:31]([CH:35]=[C:36]([C:38]([F:41])([F:40])[F:39])[CH:37]=1)[C:32](Cl)=[O:33].C(=O)([O-])[O-].[K+].[K+].